From a dataset of Reaction yield outcomes from USPTO patents with 853,638 reactions. Predict the reaction yield, written as a fraction of the theoretical maximum amount of product (1.0 means a 100% yield; for example, 0.34 means a 34% yield). (1) The reactants are [Cl:1][C:2]1[N:7]2[N:8]=[C:9]([C:26]3[CH:31]=[CH:30][C:29]([F:32])=[CH:28][CH:27]=3)[C:10]([C:11]3[N:16]=[C:15]([NH:17][CH:18]4[CH2:22][CH2:21][CH2:20][CH2:19]4)[N:14]=[C:13]([C:23]([OH:25])=[O:24])[CH:12]=3)=[C:6]2[CH:5]=[CH:4][CH:3]=1.[CH3:33][Si](C=[N+]=[N-])(C)C. The catalyst is CO. The product is [Cl:1][C:2]1[N:7]2[N:8]=[C:9]([C:26]3[CH:31]=[CH:30][C:29]([F:32])=[CH:28][CH:27]=3)[C:10]([C:11]3[N:16]=[C:15]([NH:17][CH:18]4[CH2:22][CH2:21][CH2:20][CH2:19]4)[N:14]=[C:13]([C:23]([O:25][CH3:33])=[O:24])[CH:12]=3)=[C:6]2[CH:5]=[CH:4][CH:3]=1. The yield is 0.130. (2) The reactants are [Cl:1][C:2]1[CH:10]=[CH:9][C:5]([C:6]([OH:8])=O)=[CH:4][CH:3]=1.CCN(C(C)C)C(C)C.CN(C(ON1N=NC2C=CC=CC1=2)=[N+](C)C)C.[B-](F)(F)(F)F.[CH3:42][O:43][C@H:44]([CH3:54])[C@H:45]([NH:52][CH3:53])[CH2:46][N:47]1[CH2:50][CH:49]([OH:51])[CH2:48]1.C([O-])(O)=O.[Na+]. The catalyst is C(Cl)Cl. The product is [Cl:1][C:2]1[CH:3]=[CH:4][C:5]([C:6]([N:52]([C@@H:45]([C@H:44]([O:43][CH3:42])[CH3:54])[CH2:46][N:47]2[CH2:48][CH:49]([OH:51])[CH2:50]2)[CH3:53])=[O:8])=[CH:9][CH:10]=1. The yield is 0.280. (3) The reactants are [CH2:1]([O:8][C:9]1[CH:10]=[CH:11][C:12]([C@@H:20]([O:37][Si:38]([C:41]([CH3:44])([CH3:43])[CH3:42])([CH3:40])[CH3:39])[CH2:21][NH:22][CH2:23][CH:24]2[CH2:29][CH2:28][N:27]([CH2:30][C:31]3[CH:36]=[CH:35][CH:34]=[CH:33][CH:32]=3)[CH2:26][CH2:25]2)=[C:13]2[C:18]=1[NH:17][C:16](=[O:19])[CH:15]=[CH:14]2)[C:2]1[CH:7]=[CH:6][CH:5]=[CH:4][CH:3]=1.[C:45]([O:49][C:50](O[C:50]([O:49][C:45]([CH3:48])([CH3:47])[CH3:46])=[O:51])=[O:51])([CH3:48])([CH3:47])[CH3:46]. The catalyst is C(Cl)Cl. The product is [CH2:1]([O:8][C:9]1[CH:10]=[CH:11][C:12]([C@@H:20]([O:37][Si:38]([C:41]([CH3:44])([CH3:43])[CH3:42])([CH3:39])[CH3:40])[CH2:21][N:22]([CH2:23][CH:24]2[CH2:29][CH2:28][N:27]([CH2:30][C:31]3[CH:36]=[CH:35][CH:34]=[CH:33][CH:32]=3)[CH2:26][CH2:25]2)[C:50](=[O:51])[O:49][C:45]([CH3:48])([CH3:47])[CH3:46])=[C:13]2[C:18]=1[NH:17][C:16](=[O:19])[CH:15]=[CH:14]2)[C:2]1[CH:7]=[CH:6][CH:5]=[CH:4][CH:3]=1. The yield is 0.920. (4) The reactants are [CH3:1][N:2]([CH:10]1[CH2:13][N:12]([C:14]2[C:15]3[N:16]([CH:28]=[N:29][N:30]=3)[C:17]3[CH:23]=[C:22]([C:24]([F:27])([F:26])[F:25])[CH:21]=[N:20][C:18]=3[N:19]=2)[CH2:11]1)C(=O)OC(C)(C)C.C(O)(C(F)(F)F)=O. The catalyst is C(Cl)Cl. The product is [CH3:1][NH:2][CH:10]1[CH2:11][N:12]([C:14]2[C:15]3[N:16]([CH:28]=[N:29][N:30]=3)[C:17]3[CH:23]=[C:22]([C:24]([F:27])([F:26])[F:25])[CH:21]=[N:20][C:18]=3[N:19]=2)[CH2:13]1. The yield is 0.200. (5) The reactants are [CH:1]([NH2:4])([CH3:3])[CH3:2].[Cl:5][C:6]1[CH:33]=[CH:32][C:31]([N:34]2[CH:38]=[CH:37][CH:36]=[CH:35]2)=[CH:30][C:7]=1[C:8]([NH:10][C:11](=[O:29])[NH:12][C:13]1[S:14][C:15]2[CH:21]=[C:20]([S:22]([CH2:25][CH2:26][CH2:27]I)(=[O:24])=[O:23])[CH:19]=[CH:18][C:16]=2[N:17]=1)=[O:9]. The catalyst is C1COCC1. The product is [Cl:5][C:6]1[CH:33]=[CH:32][C:31]([N:34]2[CH:38]=[CH:37][CH:36]=[CH:35]2)=[CH:30][C:7]=1[C:8]([NH:10][C:11](=[O:29])[NH:12][C:13]1[S:14][C:15]2[CH:21]=[C:20]([S:22]([CH2:25][CH2:26][CH2:27][NH:4][CH:1]([CH3:3])[CH3:2])(=[O:24])=[O:23])[CH:19]=[CH:18][C:16]=2[N:17]=1)=[O:9]. The yield is 0.450. (6) The reactants are [Br:1][C:2]1[C:11]2[S:12][C:13]([CH3:16])=[C:14]([CH3:15])[C:10]=2[C:9]([C:17]2[CH:22]=[C:21]([N+:23]([O-])=O)[CH:20]=[C:19]([Br:26])[C:18]=2OC)=[C:8]2[C:3]=1[CH:4]=[CH:5][CH:6]=[CH:7]2.[Sn](Cl)Cl.[C:32](OCC)(=[O:34])C. The product is [Br:26][C:19]1[C:20]([O:34][CH3:32])=[C:21]([NH2:23])[CH:22]=[C:17]([C:9]2[C:10]3[C:14]([CH3:15])=[C:13]([CH3:16])[S:12][C:11]=3[C:2]([Br:1])=[C:3]3[C:8]=2[CH:7]=[CH:6][CH:5]=[CH:4]3)[CH:18]=1. The yield is 0.920. No catalyst specified. (7) The reactants are [C:1]([O:5][C:6]([N:8]1[CH2:13][CH2:12][CH:11]([C:14]([C:18]2[S:19][CH:20]=[CH:21][C:22]=2Br)=[N:15][NH:16][CH3:17])[CH2:10][CH2:9]1)=[O:7])([CH3:4])([CH3:3])[CH3:2]. The catalyst is COC(O)C.[Cu]I. The product is [C:1]([O:5][C:6]([N:8]1[CH2:13][CH2:12][CH:11]([C:14]2[C:18]3[S:19][CH:20]=[CH:21][C:22]=3[N:16]([CH3:17])[N:15]=2)[CH2:10][CH2:9]1)=[O:7])([CH3:4])([CH3:3])[CH3:2]. The yield is 0.680.